From a dataset of Reaction yield outcomes from USPTO patents with 853,638 reactions. Predict the reaction yield, written as a fraction of the theoretical maximum amount of product (1.0 means a 100% yield; for example, 0.34 means a 34% yield). (1) The product is [C:27]([N:24]1[CH2:23][CH2:22][N:21]([C:6]2[C:7]3[S:11][C:10]([NH:12][C:13]([C:15]4[S:16][C:17]([CH3:20])=[CH:18][CH:19]=4)=[O:14])=[N:9][C:8]=3[C:3]([O:2][CH3:1])=[CH:4][CH:5]=2)[CH2:26][CH2:25]1)(=[O:29])[CH3:28]. The reactants are [CH3:1][O:2][C:3]1[C:8]2[N:9]=[C:10]([NH:12][C:13]([C:15]3[S:16][C:17]([CH3:20])=[CH:18][CH:19]=3)=[O:14])[S:11][C:7]=2[C:6]([N:21]2[CH2:26][CH2:25][NH:24][CH2:23][CH2:22]2)=[CH:5][CH:4]=1.[C:27](Cl)(=[O:29])[CH3:28].N1C=CC=CC=1. The yield is 0.550. The catalyst is CN(C=O)C. (2) The reactants are [CH:1]1[C:13]2[NH:12][C:11]3[C:6](=[CH:7][CH:8]=[CH:9][CH:10]=3)[C:5]=2[CH:4]=[CH:3][CH:2]=1.Br[C:15]1[CH:20]=[CH:19][C:18]([C:21]2[CH:26]=[CH:25][C:24](Br)=[CH:23][CH:22]=2)=[CH:17][CH:16]=1.[CH3:28][C:29]([CH3:32])([O-])[CH3:30].[Na+]. The catalyst is C1(C)C=CC=CC=1.C([O-])(=O)C.[Pd+2].C([O-])(=O)C.C(P(C(C)(C)C)C(C)(C)C)(C)(C)C. The product is [CH:10]1[C:11]2[N:12]([C:15]3[CH:20]=[CH:19][C:18]([C:21]4[CH:26]=[CH:25][C:24]([N:12]5[C:11]6[CH:10]=[CH:9][CH:8]=[CH:7][C:32]=6[C:29]6[C:30]5=[CH:2][CH:1]=[CH:13][CH:28]=6)=[CH:23][CH:22]=4)=[CH:17][CH:16]=3)[C:13]3[C:5](=[CH:4][CH:3]=[CH:2][CH:1]=3)[C:6]=2[CH:7]=[CH:8][CH:9]=1. The yield is 0.750. (3) The product is [F:17][C:14]1[N:13]=[C:12]([CH3:18])[C:11]2[NH:10][C:3]3[C:2]([C:16]=2[CH:15]=1)=[CH:7][CH:6]=[C:5]([O:8][CH3:9])[CH:4]=3. The reactants are Cl[C:2]1[CH:7]=[CH:6][C:5]([O:8][CH3:9])=[CH:4][C:3]=1[NH:10][C:11]1[C:12]([CH3:18])=[N:13][C:14]([F:17])=[CH:15][CH:16]=1.F[B-](F)(F)F.C([PH+](C(C)(C)C)C(C)(C)C)(C)(C)C.C(=O)([O-])[O-].[K+].[K+]. The catalyst is C([O-])(=O)C.[Pd+2].C([O-])(=O)C.CN(C)C(=O)C. The yield is 0.580. (4) The reactants are [CH3:1][O:2][C:3](=[O:17])[CH:4]([NH:7][C:8](=[O:16])[C:9]1[CH:14]=[CH:13][CH:12]=[C:11]([Cl:15])[CH:10]=1)[CH2:5]O.BrC(Cl)(Cl)Cl.C1CCN2C(=NCCC2)CC1. The catalyst is C(Cl)Cl. The product is [CH3:1][O:2][C:3]([C:4]1[N:7]=[C:8]([C:9]2[CH:14]=[CH:13][CH:12]=[C:11]([Cl:15])[CH:10]=2)[O:16][CH:5]=1)=[O:17]. The yield is 0.590. (5) The reactants are [Cl:1][C:2]1[C:11]([O:12][CH2:13][C:14]2[CH:19]=[CH:18][C:17]([O:20][CH3:21])=[CH:16][CH:15]=2)=[C:10]([O:22][CH2:23][C:24]2[CH:29]=[CH:28][C:27]([O:30][CH3:31])=[CH:26][CH:25]=2)[CH:9]=[C:8]2[C:3]=1[C:4](=[O:36])[C:5]([CH2:34][OH:35])=[CH:6][N:7]2[CH2:32][CH3:33]. The catalyst is ClCCl.[O-2].[O-2].[Mn+4]. The product is [Cl:1][C:2]1[C:11]([O:12][CH2:13][C:14]2[CH:19]=[CH:18][C:17]([O:20][CH3:21])=[CH:16][CH:15]=2)=[C:10]([O:22][CH2:23][C:24]2[CH:25]=[CH:26][C:27]([O:30][CH3:31])=[CH:28][CH:29]=2)[CH:9]=[C:8]2[C:3]=1[C:4](=[O:36])[C:5]([CH:34]=[O:35])=[CH:6][N:7]2[CH2:32][CH3:33]. The yield is 0.890.